The task is: Predict the product of the given reaction.. This data is from Forward reaction prediction with 1.9M reactions from USPTO patents (1976-2016). Given the reactants [OH-:1].[K+].[C:3]1([CH2:9][C:10]([NH:12][CH:13]2[CH2:18][CH2:17][O:16][C:14]2=[O:15])=[O:11])[CH:8]=[CH:7][CH:6]=[CH:5][CH:4]=1, predict the reaction product. The product is: [C:3]1([CH2:9][C:10]([NH:12][C@H:13]([C:14]([OH:15])=[O:1])[CH2:18][CH2:17][OH:16])=[O:11])[CH:4]=[CH:5][CH:6]=[CH:7][CH:8]=1.